Task: Regression. Given two drug SMILES strings and cell line genomic features, predict the synergy score measuring deviation from expected non-interaction effect.. Dataset: NCI-60 drug combinations with 297,098 pairs across 59 cell lines (1) Drug 1: CC12CCC3C(C1CCC2=O)CC(=C)C4=CC(=O)C=CC34C. Drug 2: CN1C(=O)N2C=NC(=C2N=N1)C(=O)N. Cell line: MALME-3M. Synergy scores: CSS=48.8, Synergy_ZIP=4.61, Synergy_Bliss=4.31, Synergy_Loewe=0.142, Synergy_HSA=1.41. (2) Drug 1: CC(C1=C(C=CC(=C1Cl)F)Cl)OC2=C(N=CC(=C2)C3=CN(N=C3)C4CCNCC4)N. Drug 2: C#CCC(CC1=CN=C2C(=N1)C(=NC(=N2)N)N)C3=CC=C(C=C3)C(=O)NC(CCC(=O)O)C(=O)O. Cell line: 786-0. Synergy scores: CSS=2.41, Synergy_ZIP=-11.1, Synergy_Bliss=-20.4, Synergy_Loewe=-49.5, Synergy_HSA=-20.5. (3) Drug 1: C1=NC2=C(N=C(N=C2N1C3C(C(C(O3)CO)O)O)F)N. Drug 2: C1CN(CCN1C(=O)CCBr)C(=O)CCBr. Cell line: SR. Synergy scores: CSS=60.8, Synergy_ZIP=5.20, Synergy_Bliss=5.30, Synergy_Loewe=-9.70, Synergy_HSA=4.28. (4) Drug 1: C1=NC2=C(N=C(N=C2N1C3C(C(C(O3)CO)O)F)Cl)N. Drug 2: CC1=C(C(=O)C2=C(C1=O)N3CC4C(C3(C2COC(=O)N)OC)N4)N. Synergy scores: CSS=39.7, Synergy_ZIP=2.70, Synergy_Bliss=2.09, Synergy_Loewe=-8.65, Synergy_HSA=2.44. Cell line: U251. (5) Drug 1: C1CCC(CC1)NC(=O)N(CCCl)N=O. Drug 2: C1C(C(OC1N2C=NC3=C(N=C(N=C32)Cl)N)CO)O. Cell line: UO-31. Synergy scores: CSS=14.0, Synergy_ZIP=-3.81, Synergy_Bliss=3.25, Synergy_Loewe=5.27, Synergy_HSA=5.77. (6) Drug 1: CC(CN1CC(=O)NC(=O)C1)N2CC(=O)NC(=O)C2. Drug 2: CC1C(C(CC(O1)OC2CC(CC3=C2C(=C4C(=C3O)C(=O)C5=CC=CC=C5C4=O)O)(C(=O)C)O)N)O. Cell line: KM12. Synergy scores: CSS=23.0, Synergy_ZIP=-10.9, Synergy_Bliss=-13.8, Synergy_Loewe=-9.96, Synergy_HSA=-9.19. (7) Drug 1: CCCCCOC(=O)NC1=NC(=O)N(C=C1F)C2C(C(C(O2)C)O)O. Drug 2: C1=NNC2=C1C(=O)NC=N2. Cell line: UACC-257. Synergy scores: CSS=3.56, Synergy_ZIP=-0.413, Synergy_Bliss=-1.04, Synergy_Loewe=-3.83, Synergy_HSA=-2.67. (8) Drug 1: C1=NC(=NC(=O)N1C2C(C(C(O2)CO)O)O)N. Drug 2: C#CCC(CC1=CN=C2C(=N1)C(=NC(=N2)N)N)C3=CC=C(C=C3)C(=O)NC(CCC(=O)O)C(=O)O. Cell line: IGROV1. Synergy scores: CSS=70.5, Synergy_ZIP=2.05, Synergy_Bliss=0.0812, Synergy_Loewe=-27.9, Synergy_HSA=0.261. (9) Drug 1: CN1CCC(CC1)COC2=C(C=C3C(=C2)N=CN=C3NC4=C(C=C(C=C4)Br)F)OC. Drug 2: C1=CC(=CC=C1CCCC(=O)O)N(CCCl)CCCl. Cell line: NCI/ADR-RES. Synergy scores: CSS=24.9, Synergy_ZIP=5.48, Synergy_Bliss=6.59, Synergy_Loewe=4.13, Synergy_HSA=6.90. (10) Drug 1: COC1=C(C=C2C(=C1)N=CN=C2NC3=CC(=C(C=C3)F)Cl)OCCCN4CCOCC4. Drug 2: CC1=C(N=C(N=C1N)C(CC(=O)N)NCC(C(=O)N)N)C(=O)NC(C(C2=CN=CN2)OC3C(C(C(C(O3)CO)O)O)OC4C(C(C(C(O4)CO)O)OC(=O)N)O)C(=O)NC(C)C(C(C)C(=O)NC(C(C)O)C(=O)NCCC5=NC(=CS5)C6=NC(=CS6)C(=O)NCCC[S+](C)C)O. Cell line: MDA-MB-435. Synergy scores: CSS=8.03, Synergy_ZIP=-0.381, Synergy_Bliss=2.09, Synergy_Loewe=-0.947, Synergy_HSA=-1.17.